Dataset: Catalyst prediction with 721,799 reactions and 888 catalyst types from USPTO. Task: Predict which catalyst facilitates the given reaction. Product: [CH:1](=[O:8])[CH2:2][CH2:3][CH2:4][CH2:5][CH2:6][CH3:7].[OH:9][CH2:10][CH:11]([CH2:13][OH:14])[OH:12]. The catalyst class is: 45. Reactant: [CH:1](=[O:8])[CH2:2][CH2:3][CH2:4][CH2:5][CH2:6][CH3:7].[OH:9][CH2:10][CH:11]([CH2:13][OH:14])[OH:12].